From a dataset of Full USPTO retrosynthesis dataset with 1.9M reactions from patents (1976-2016). Predict the reactants needed to synthesize the given product. (1) Given the product [OH:4][C@@H:5]1[CH2:9][N:8]([C:10]([O:12][C:13]([CH3:16])([CH3:15])[CH3:14])=[O:11])[C@H:7]([CH3:17])[CH2:6]1, predict the reactants needed to synthesize it. The reactants are: C([O:4][C@@H:5]1[CH2:9][N:8]([C:10]([O:12][C:13]([CH3:16])([CH3:15])[CH3:14])=[O:11])[C@H:7]([CH3:17])[CH2:6]1)(=O)C.[OH-].[Na+].O. (2) The reactants are: C(O)[C@H]1O[C@@H]2O[C@H]3[C@H](O)[C@@H](O)[C@@H](O[C@H]4[C@H](O)[C@@H](O)[C@@H](O[C@H]5[C@H](O)[C@@H](O)[C@@H](O[C@H]6[C@H](O)[C@@H](O)[C@@H](O[C@H]7[C@H](O)[C@@H](O)[C@@H](O[C@H]8[C@H](O)[C@@H](O)[C@@H](O[C@H]1[C@H](O)[C@H]2O)O[C@@H]8CO)O[C@@H]7CO)O[C@@H]6CO)O[C@@H]5CO)O[C@@H]4CO)O[C@@H]3CO.[CH3:78][C@H:79]1[CH2:84][C@@H:83]([OH:85])[C@H:82]([CH:86]([CH3:88])[CH3:87])[CH2:81][CH2:80]1. Given the product [CH:79]1([CH3:78])[CH2:80][CH2:81][CH:82]([CH:86]([CH3:87])[CH3:88])[CH:83]([OH:85])[CH2:84]1, predict the reactants needed to synthesize it.